This data is from Peptide-MHC class II binding affinity with 134,281 pairs from IEDB. The task is: Regression. Given a peptide amino acid sequence and an MHC pseudo amino acid sequence, predict their binding affinity value. This is MHC class II binding data. (1) The peptide sequence is CKYGSLKPNCGNKVV. The MHC is DRB3_0202 with pseudo-sequence DRB3_0202. The binding affinity (normalized) is 0.686. (2) The peptide sequence is PGGAKKPLRPRWCDE. The MHC is HLA-DQA10501-DQB10302 with pseudo-sequence HLA-DQA10501-DQB10302. The binding affinity (normalized) is 0.